Dataset: Reaction yield outcomes from USPTO patents with 853,638 reactions. Task: Predict the reaction yield, written as a fraction of the theoretical maximum amount of product (1.0 means a 100% yield; for example, 0.34 means a 34% yield). (1) The yield is 0.780. The reactants are [O:1]1[C:7]2[CH:8]=[C:9]([C:12]([O:14][CH3:15])=[O:13])[CH:10]=[N:11][C:6]=2[CH2:5][NH:4][CH2:3][CH2:2]1.[CH:16]1([C:22](Cl)=[O:23])[CH2:21][CH2:20][CH2:19][CH2:18][CH2:17]1.CCN(CC)CC. The product is [CH:16]1([C:22]([N:4]2[CH2:5][C:6]3[N:11]=[CH:10][C:9]([C:12]([O:14][CH3:15])=[O:13])=[CH:8][C:7]=3[O:1][CH2:2][CH2:3]2)=[O:23])[CH2:21][CH2:20][CH2:19][CH2:18][CH2:17]1. The catalyst is C(Cl)Cl. (2) The reactants are [N+](C1C=CC(S(O[CH2:14][C:15]([C:18]2[O:22][N:21]=[C:20]([NH2:23])[CH:19]=2)([CH3:17])[CH3:16])(=O)=O)=CC=1)([O-])=O.[NH:24]1[CH2:29][CH2:28][O:27][CH2:26][CH2:25]1.C1CCN2C(=NCCC2)CC1. The catalyst is C(#N)C. The product is [CH3:16][C:15]([C:18]1[O:22][N:21]=[C:20]([NH2:23])[CH:19]=1)([CH3:17])[CH2:14][N:24]1[CH2:29][CH2:28][O:27][CH2:26][CH2:25]1. The yield is 0.100. (3) The reactants are [CH3:1][CH:2]1[CH2:7][C:6](=[O:8])[CH:5]=[C:4]([C:9]2[CH:14]=[CH:13][N:12]=[CH:11][C:10]=2[N+:15]([O-:17])=[O:16])[CH2:3]1.[CH3:18][Si:19](Cl)([CH3:21])[CH3:20].[Li+].C[Si]([N-][Si](C)(C)C)(C)C. The catalyst is C1COCC1. The product is [CH3:1][CH:2]1[CH2:3][C:4]([C:9]2[CH:14]=[CH:13][N:12]=[CH:11][C:10]=2[N+:15]([O-:17])=[O:16])=[CH:5][C:6]([O:8][Si:19]([CH3:21])([CH3:20])[CH3:18])=[CH:7]1. The yield is 0.990. (4) The reactants are FC1C=C(C=CC=1)C[O:6][C:7](=[O:25])[CH:8]=[CH:9][C:10]1[CH:15]=[CH:14][C:13]([O:16][CH2:17][C:18]2[CH:23]=[CH:22][CH:21]=[C:20]([F:24])[CH:19]=2)=[CH:12][CH:11]=1.[OH-].[Na+].Cl. The catalyst is C1COCC1. The product is [F:24][C:20]1[CH:19]=[C:18]([CH:23]=[CH:22][CH:21]=1)[CH2:17][O:16][C:13]1[CH:12]=[CH:11][C:10]([CH:9]=[CH:8][C:7]([OH:25])=[O:6])=[CH:15][CH:14]=1. The yield is 0.960. (5) The reactants are [C:1]1([N:7]2[CH2:12][CH2:11][N:10]([CH2:13][CH2:14][CH2:15][CH2:16][NH2:17])[CH2:9][CH2:8]2)[CH:6]=[CH:5][CH:4]=[CH:3][CH:2]=1.[C:18](N1C=CN=C1)(N1C=CN=C1)=[O:19].[C:30]1([N:36]2[CH2:41][CH2:40][NH:39][CH2:38][CH2:37]2)[CH:35]=[CH:34][CH:33]=[CH:32][CH:31]=1. The catalyst is C1COCC1. The product is [C:30]1([N:36]2[CH2:41][CH2:40][N:39]([C:18]([NH:17][CH2:16][CH2:15][CH2:14][CH2:13][N:10]3[CH2:9][CH2:8][N:7]([C:1]4[CH:2]=[CH:3][CH:4]=[CH:5][CH:6]=4)[CH2:12][CH2:11]3)=[O:19])[CH2:38][CH2:37]2)[CH:35]=[CH:34][CH:33]=[CH:32][CH:31]=1. The yield is 0.430. (6) The reactants are [N:1]1[CH:6]=[C:5]([CH2:7][C:8]2[C:9](=[O:15])[NH:10][C:11](=[S:14])[NH:12][CH:13]=2)[CH:4]=[N:3][CH:2]=1.[CH3:16]CN(C(C)C)C(C)C.Cl[CH2:26][C:27]1[CH:28]=[CH:29][C:30]([O:35][C:36]2[CH:41]=[CH:40][C:39]([F:42])=[C:38]([C:43]([F:46])([F:45])[F:44])[CH:37]=2)=[C:31]([CH:34]=1)[C:32]#[N:33].CI. The catalyst is C(Cl)Cl.[Zn+2].[Br-].[Br-].CN1C(=O)CCC1. The product is [F:42][C:39]1[CH:40]=[CH:41][C:36]([O:35][C:30]2[CH:29]=[CH:28][C:27]([CH2:26][S:14][C:11]3[N:12]([CH3:16])[CH:13]=[C:8]([CH2:7][C:5]4[CH:6]=[N:1][CH:2]=[N:3][CH:4]=4)[C:9](=[O:15])[N:10]=3)=[CH:34][C:31]=2[C:32]#[N:33])=[CH:37][C:38]=1[C:43]([F:46])([F:45])[F:44]. The yield is 0.123. (7) The reactants are [OH-].[Li+].[F:3][C:4]1[CH:13]=[CH:12][C:7]([C:8]([O:10]C)=[O:9])=[CH:6][C:5]=1[S:14]([N:17]1[CH2:22][CH2:21][O:20][CH2:19][CH2:18]1)(=[O:16])=[O:15]. The catalyst is O.CO. The product is [F:3][C:4]1[CH:13]=[CH:12][C:7]([C:8]([OH:10])=[O:9])=[CH:6][C:5]=1[S:14]([N:17]1[CH2:22][CH2:21][O:20][CH2:19][CH2:18]1)(=[O:15])=[O:16]. The yield is 0.880.